Dataset: Full USPTO retrosynthesis dataset with 1.9M reactions from patents (1976-2016). Task: Predict the reactants needed to synthesize the given product. Given the product [C:26]([C:24]1[CH:23]=[CH:22][C:21]([O:28][CH3:29])=[C:20]([C@@H:16]2[O:17][CH2:18][CH2:19][N:14]([C:12]3[N:11]([CH3:30])[C:10](=[O:31])[CH:9]=[C:8]([C:6]4[CH:5]=[CH:4][N:3]=[C:2]([NH:32][CH3:33])[CH:7]=4)[N:13]=3)[CH2:15]2)[CH:25]=1)#[N:27], predict the reactants needed to synthesize it. The reactants are: Cl[C:2]1[CH:7]=[C:6]([C:8]2[N:13]=[C:12]([N:14]3[CH2:19][CH2:18][O:17][C@@H:16]([C:20]4[CH:25]=[C:24]([C:26]#[N:27])[CH:23]=[CH:22][C:21]=4[O:28][CH3:29])[CH2:15]3)[N:11]([CH3:30])[C:10](=[O:31])[CH:9]=2)[CH:5]=[CH:4][N:3]=1.[NH:32](CCO)[CH2:33]CO.